This data is from NCI-60 drug combinations with 297,098 pairs across 59 cell lines. The task is: Regression. Given two drug SMILES strings and cell line genomic features, predict the synergy score measuring deviation from expected non-interaction effect. (1) Drug 1: CC1=C(C=C(C=C1)NC2=NC=CC(=N2)N(C)C3=CC4=NN(C(=C4C=C3)C)C)S(=O)(=O)N.Cl. Drug 2: CC1=C2C(C(=O)C3(C(CC4C(C3C(C(C2(C)C)(CC1OC(=O)C(C(C5=CC=CC=C5)NC(=O)OC(C)(C)C)O)O)OC(=O)C6=CC=CC=C6)(CO4)OC(=O)C)O)C)O. Cell line: HOP-62. Synergy scores: CSS=30.4, Synergy_ZIP=10.6, Synergy_Bliss=12.7, Synergy_Loewe=-8.59, Synergy_HSA=11.1. (2) Drug 1: CC1OCC2C(O1)C(C(C(O2)OC3C4COC(=O)C4C(C5=CC6=C(C=C35)OCO6)C7=CC(=C(C(=C7)OC)O)OC)O)O. Drug 2: C(CC(=O)O)C(=O)CN.Cl. Cell line: OVCAR-4. Synergy scores: CSS=8.10, Synergy_ZIP=-2.74, Synergy_Bliss=2.01, Synergy_Loewe=2.53, Synergy_HSA=2.70.